From a dataset of Catalyst prediction with 721,799 reactions and 888 catalyst types from USPTO. Predict which catalyst facilitates the given reaction. (1) Reactant: [N+:1]([C:4]1[CH:5]=[C:6]([CH:8]=[CH:9][CH:10]=1)[NH2:7])([O-:3])=[O:2].C(Cl)CCl.C1C=CC2N(O)N=NC=2C=1.CCN(C(C)C)C(C)C.[C:34](O)(=[O:37])[CH:35]=[CH2:36]. Product: [N+:1]([C:4]1[CH:5]=[C:6]([NH:7][C:34](=[O:37])[CH:35]=[CH2:36])[CH:8]=[CH:9][CH:10]=1)([O-:3])=[O:2]. The catalyst class is: 91. (2) Reactant: [Br:1][C:2]1[CH:7]=[CH:6][C:5]([C@@H:8]([N:10]2[CH2:15][CH2:14][C@:13]([CH2:22][C:23]([CH3:25])=[CH2:24])([C:16]3[CH:21]=[CH:20][CH:19]=[CH:18][CH:17]=3)[O:12][C:11]2=[O:26])[CH3:9])=[C:4]([CH3:27])[CH:3]=1.ClC1C=C(C=CC=1)C(OO)=[O:33]. Product: [Br:1][C:2]1[CH:7]=[CH:6][C:5]([C@@H:8]([N:10]2[CH2:15][CH2:14][C@:13]([CH2:22][C:23]3([CH3:25])[CH2:24][O:33]3)([C:16]3[CH:17]=[CH:18][CH:19]=[CH:20][CH:21]=3)[O:12][C:11]2=[O:26])[CH3:9])=[C:4]([CH3:27])[CH:3]=1. The catalyst class is: 4. (3) Reactant: [C:1]1([C@@H:7]2[N:13]([C:14]([CH:16]3[CH2:21][CH2:20][O:19][CH2:18][CH2:17]3)=[O:15])[CH2:12][C:11]3[CH:22]=[CH:23][C:24]([C:26](OC)=[O:27])=[CH:25][C:10]=3[O:9][CH2:8]2)[CH:6]=[CH:5][CH:4]=[CH:3][CH:2]=1.[NH2:30][OH:31].[OH-].[Na+]. Product: [OH:31][NH:30][C:26]([C:24]1[CH:23]=[CH:22][C:11]2[CH2:12][N:13]([C:14]([CH:16]3[CH2:17][CH2:18][O:19][CH2:20][CH2:21]3)=[O:15])[C@@H:7]([C:1]3[CH:2]=[CH:3][CH:4]=[CH:5][CH:6]=3)[CH2:8][O:9][C:10]=2[CH:25]=1)=[O:27]. The catalyst class is: 36.